Dataset: Reaction yield outcomes from USPTO patents with 853,638 reactions. Task: Predict the reaction yield, written as a fraction of the theoretical maximum amount of product (1.0 means a 100% yield; for example, 0.34 means a 34% yield). The reactants are Br[C:2]1[CH:3]=[C:4]([C:9]2[O:10][C:11]3[CH:17]=[CH:16][CH:15]=[CH:14][C:12]=3[N:13]=2)[CH:5]=[C:6]([Br:8])[CH:7]=1.[CH2:18]([O:25][C:26](=[O:28])[NH2:27])[C:19]1[CH:24]=[CH:23][CH:22]=[CH:21][CH:20]=1.C(=O)([O-])[O-].[Cs+].[Cs+].CC1(C)C2C(=C(P(C3C=CC=CC=3)C3C=CC=CC=3)C=CC=2)OC2C(P(C3C=CC=CC=3)C3C=CC=CC=3)=CC=CC1=2. The catalyst is C1C=CC(/C=C/C(/C=C/C2C=CC=CC=2)=O)=CC=1.C1C=CC(/C=C/C(/C=C/C2C=CC=CC=2)=O)=CC=1.[Pd]. The product is [CH2:18]([O:25][C:26](=[O:28])[NH:27][C:2]1[CH:7]=[C:6]([Br:8])[CH:5]=[C:4]([C:9]2[O:10][C:11]3[CH:17]=[CH:16][CH:15]=[CH:14][C:12]=3[N:13]=2)[CH:3]=1)[C:19]1[CH:24]=[CH:23][CH:22]=[CH:21][CH:20]=1. The yield is 0.460.